This data is from Catalyst prediction with 721,799 reactions and 888 catalyst types from USPTO. The task is: Predict which catalyst facilitates the given reaction. Reactant: [C:1]([O:5][C:6]([N:8]1[CH2:13][CH2:12][CH:11]([CH2:14][C:15](=[O:18])[CH2:16][Br:17])[CH2:10][CH2:9]1)=[O:7])([CH3:4])([CH3:3])[CH3:2].[CH:19]1[CH:24]=[CH:23][C:22]([P:25]([C:32]2[CH:37]=[CH:36][CH:35]=[CH:34][CH:33]=2)[C:26]2[CH:31]=[CH:30][CH:29]=[CH:28][CH:27]=2)=[CH:21][CH:20]=1. Product: [Br-:17].[C:1]([O:5][C:6]([N:8]1[CH2:13][CH2:12][CH:11]([CH2:14][C:15](=[O:18])[CH2:16][P+:25]([C:26]2[CH:27]=[CH:28][CH:29]=[CH:30][CH:31]=2)([C:32]2[CH:37]=[CH:36][CH:35]=[CH:34][CH:33]=2)[C:22]2[CH:21]=[CH:20][CH:19]=[CH:24][CH:23]=2)[CH2:10][CH2:9]1)=[O:7])([CH3:4])([CH3:3])[CH3:2]. The catalyst class is: 1.